Predict the reaction yield, written as a fraction of the theoretical maximum amount of product (1.0 means a 100% yield; for example, 0.34 means a 34% yield). From a dataset of Reaction yield outcomes from USPTO patents with 853,638 reactions. The reactants are [C:1](#[N:9])[C:2]1[C:3](=[CH:5][CH:6]=[CH:7][CH:8]=1)[NH2:4].[H-].[Na+].Br[C:13]1[CH:18]=[CH:17][C:16]([Cl:19])=[CH:15][C:14]=1[N+:20]([O-:22])=[O:21]. The catalyst is C1COCC1. The product is [Cl:19][C:16]1[CH:17]=[CH:18][C:13]([NH:4][C:3]2[CH:5]=[CH:6][CH:7]=[CH:8][C:2]=2[C:1]#[N:9])=[C:14]([N+:20]([O-:22])=[O:21])[CH:15]=1. The yield is 0.300.